From a dataset of Catalyst prediction with 721,799 reactions and 888 catalyst types from USPTO. Predict which catalyst facilitates the given reaction. (1) Reactant: [CH2:1]([O:3][C:4]([C:6]1([NH:11][C:12]([CH:14]2[CH2:18][CH:17]([O:19][C:20]3[C:29]4[C:24](=[C:25]([CH3:32])[C:26]([O:30][CH3:31])=[CH:27][CH:28]=4)[N:23]=[C:22]([C:33]4[CH:38]=[CH:37][CH:36]=[C:35]([CH:39]([CH3:41])[CH3:40])[N:34]=4)[CH:21]=3)[CH2:16][CH:15]2[C:42](=[O:51])[N:43]([CH2:45][CH2:46][CH2:47][CH2:48]C=C)[CH3:44])=[O:13])[CH2:8][CH:7]1[CH:9]=[CH2:10])=[O:5])[CH3:2]. Product: [CH2:1]([O:3][C:4]([C:6]12[CH2:8][CH:7]1[CH:9]=[CH:10][CH2:48][CH2:47][CH2:46][CH2:45][N:43]([CH3:44])[C:42](=[O:51])[CH:15]1[CH:14]([CH2:18][CH:17]([O:19][C:20]3[C:29]4[C:24](=[C:25]([CH3:32])[C:26]([O:30][CH3:31])=[CH:27][CH:28]=4)[N:23]=[C:22]([C:33]4[CH:38]=[CH:37][CH:36]=[C:35]([CH:39]([CH3:40])[CH3:41])[N:34]=4)[CH:21]=3)[CH2:16]1)[C:12](=[O:13])[NH:11]2)=[O:5])[CH3:2]. The catalyst class is: 26. (2) Reactant: Cl.[N+:2]([C:5]1[CH:12]=[CH:11][CH:10]=[C:9](/[CH:13]=[CH:14]/[CH3:15])[C:6]=1[C:7]#[N:8])([O-])=O. The catalyst class is: 447. Product: [NH2:2][C:5]1[CH:12]=[CH:11][CH:10]=[C:9](/[CH:13]=[CH:14]/[CH3:15])[C:6]=1[C:7]#[N:8]. (3) Reactant: [CH3:1][CH:2]1[CH2:11][C:10]2[C:5](=[CH:6][C:7]([C:12]([F:15])([F:14])[F:13])=[CH:8][CH:9]=2)[C:4](=[O:16])[NH:3]1.Br[C:18]1[CH:19]=[N:20][CH:21]=[CH:22][C:23]=1[C:24]([F:27])([F:26])[F:25].P([O-])([O-])([O-])=O.[K+].[K+].[K+]. Product: [CH3:1][CH:2]1[CH2:11][C:10]2[C:5](=[CH:6][C:7]([C:12]([F:13])([F:15])[F:14])=[CH:8][CH:9]=2)[C:4](=[O:16])[N:3]1[C:18]1[CH:19]=[N:20][CH:21]=[CH:22][C:23]=1[C:24]([F:27])([F:26])[F:25]. The catalyst class is: 246.